From a dataset of Full USPTO retrosynthesis dataset with 1.9M reactions from patents (1976-2016). Predict the reactants needed to synthesize the given product. (1) Given the product [Cl:1][C:2]1[CH:10]=[CH:9][CH:8]=[C:7]([Cl:11])[C:3]=1[C:4]([N:19]([C:4](=[O:5])[C:3]1[C:2]([Cl:1])=[CH:10][CH:9]=[CH:8][C:7]=1[Cl:11])[C:18]1[C:17]([F:20])=[CH:16][N:15]=[CH:14][C:13]=1[F:12])=[O:5], predict the reactants needed to synthesize it. The reactants are: [Cl:1][C:2]1[CH:10]=[CH:9][CH:8]=[C:7]([Cl:11])[C:3]=1[C:4](Cl)=[O:5].[F:12][C:13]1[CH:14]=[N:15][CH:16]=[C:17]([F:20])[C:18]=1[NH2:19]. (2) Given the product [CH2:49]([O:51][C:52](=[O:98])[CH2:53][CH2:54][CH2:55][O:56][C:57]1[CH:62]=[CH:61][CH:60]=[C:59]([CH2:63][CH2:64][CH2:65][CH2:66][CH2:67][CH2:68][O:69][C:70]2[CH:71]=[C:72]([C:36]3[CH:37]=[CH:38][CH:33]=[CH:34][C:35]=3[F:40])[CH:73]=[C:74]([C:76](=[O:89])[NH:77][CH2:78][C:79]3[CH:84]=[CH:83][CH:82]=[CH:81][C:80]=3[O:85][CH:86]([F:88])[F:87])[CH:75]=2)[C:58]=1[CH2:91][CH2:92][C:93]([O:95][CH2:96][CH3:97])=[O:94])[CH3:50], predict the reactants needed to synthesize it. The reactants are: C(OC(=O)CCCOC1C=CC=C(CCCCCCOC2C=C([C:33]3[CH:38]=[CH:37][C:36](F)=[C:35]([F:40])[CH:34]=3)C=C(C(=O)N(C)C)C=2)C=1CCC(OCC)=O)C.[CH2:49]([O:51][C:52](=[O:98])[CH2:53][CH2:54][CH2:55][O:56][C:57]1[CH:62]=[CH:61][CH:60]=[C:59]([CH2:63][CH2:64][CH2:65][CH2:66][CH2:67][CH2:68][O:69][C:70]2[CH:75]=[C:74]([C:76](=[O:89])[NH:77][CH2:78][C:79]3[CH:84]=[CH:83][CH:82]=[CH:81][C:80]=3[O:85][CH:86]([F:88])[F:87])[CH:73]=[C:72](Br)[CH:71]=2)[C:58]=1[CH2:91][CH2:92][C:93]([O:95][CH2:96][CH3:97])=[O:94])[CH3:50].FC1C=CC=CC=1B(O)O.C(=O)([O-])[O-].[Cs+].[Cs+]. (3) Given the product [CH2:9]([C:8]1([CH2:19][CH2:20][CH3:21])[O:7][C:1](=[O:6])[CH2:2][C:3](=[O:4])[CH2:5]1)[CH2:10][CH3:11], predict the reactants needed to synthesize it. The reactants are: [C:1]([O:7][CH3:8])(=[O:6])[CH2:2][C:3]([CH3:5])=[O:4].[CH3:9][CH2:10][CH2:11]C(=O)CCC.[H-].[Na+].[CH2:19]([Li])[CH2:20][CH2:21]C.